From a dataset of Forward reaction prediction with 1.9M reactions from USPTO patents (1976-2016). Predict the product of the given reaction. (1) The product is: [OH:13][NH:12][C:8](=[O:10])[CH2:7][C:1]1[CH:6]=[CH:5][CH:4]=[CH:3][CH:2]=1. Given the reactants [C:1]1([CH2:7][C:8]([O:10]C)=O)[CH:6]=[CH:5][CH:4]=[CH:3][CH:2]=1.[NH2:12][OH:13].[C-]#N.[K+].C(O)(=O)CC(CC(O)=O)(C(O)=O)O, predict the reaction product. (2) Given the reactants [CH2:1]([O:8][C:9]1[CH:16]=[CH:15][CH:14]=[CH:13][C:10]=1[CH:11]=[O:12])[C:2]1[CH:7]=[CH:6][CH:5]=[CH:4][CH:3]=1.[CH:17]([Mg]Br)=[CH2:18], predict the reaction product. The product is: [CH2:1]([O:8][C:9]1[CH:16]=[CH:15][CH:14]=[CH:13][C:10]=1[CH:11]([OH:12])[CH:17]=[CH2:18])[C:2]1[CH:3]=[CH:4][CH:5]=[CH:6][CH:7]=1. (3) Given the reactants [Cl:1][C:2]1[C:7]([C:8]([F:11])([F:10])[F:9])=[CH:6][N:5]=[C:4]([NH:12][C:13]2[CH:27]=[CH:26][C:16](CP(=O)(OCC)OCC)=[CH:15][C:14]=2[O:28][CH3:29])[N:3]=1.ClC1N=C(Cl)C(C(F)(F)F)=CN=1.COC1C=CC=CC=1N, predict the reaction product. The product is: [Cl:1][C:2]1[C:7]([C:8]([F:11])([F:9])[F:10])=[CH:6][N:5]=[C:4]([NH:12][C:13]2[CH:27]=[CH:26][CH:16]=[CH:15][C:14]=2[O:28][CH3:29])[N:3]=1. (4) Given the reactants [C:1]([C:3]1[C:11]2[CH2:10][CH2:9][NH:8][CH2:7][C:6]=2[S:5][C:4]=1[NH:12][C:13](=[O:22])[CH:14]=[CH:15][C:16]1[CH:21]=[CH:20][CH:19]=[CH:18][CH:17]=1)#[N:2].C(C1C2CCNCC=2SC=1N[C:35](=[O:44])[CH:36]=CC1C=NC=CC=1)#N.ClC(OCC)=S, predict the reaction product. The product is: [C:35]([N:8]1[CH2:9][CH2:10][C:11]2[C:3]([C:1]#[N:2])=[C:4]([NH:12][C:13](=[O:22])/[CH:14]=[CH:15]/[C:16]3[CH:21]=[CH:20][CH:19]=[CH:18][CH:17]=3)[S:5][C:6]=2[CH2:7]1)(=[O:44])[CH3:36]. (5) Given the reactants [OH:1][C:2]1[CH:9]=[CH:8][C:5]([C:6]#[N:7])=[C:4]([N+:10]([O-:12])=[O:11])[C:3]=1[O:13][CH3:14].[CH3:15][O:16][CH2:17]Cl.C(=O)([O-])[O-].[K+].[K+].O, predict the reaction product. The product is: [CH3:14][O:13][C:3]1[C:4]([N+:10]([O-:12])=[O:11])=[C:5]([CH:8]=[CH:9][C:2]=1[O:1][CH2:15][O:16][CH3:17])[C:6]#[N:7]. (6) Given the reactants [NH2:1][CH2:2][CH2:3][C:4]1[CH:9]=[CH:8][C:7]([OH:10])=[CH:6][CH:5]=1.[C:11](=[O:18])([O:13][C:14]([CH3:17])([CH3:16])[CH3:15])N.F[C:20]1[CH:25]=[CH:24][C:23]([N+:26]([O-:28])=[O:27])=[CH:22][CH:21]=1.C(=O)([O-])[O-].[Cs+].[Cs+], predict the reaction product. The product is: [C:14]([O:13][C:11](=[O:18])[NH:1][CH2:2][CH2:3][C:4]1[CH:9]=[CH:8][C:7]([O:10][C:20]2[CH:25]=[CH:24][C:23]([N+:26]([O-:28])=[O:27])=[CH:22][CH:21]=2)=[CH:6][CH:5]=1)([CH3:17])([CH3:16])[CH3:15]. (7) Given the reactants [OH:1][C@@H:2]1[CH2:6][CH2:5][N:4]([C:7]([O:9][C:10]([CH3:13])([CH3:12])[CH3:11])=[O:8])[CH2:3]1.[N+:14]([C:17]1[CH:22]=[CH:21][CH:20]=[CH:19][C:18]=1[S:23](Cl)(=[O:25])=[O:24])([O-:16])=[O:15].C(N(CC)CC)C, predict the reaction product. The product is: [N+:14]([C:17]1[CH:22]=[CH:21][CH:20]=[CH:19][C:18]=1[S:23]([O:1][C@@H:2]1[CH2:6][CH2:5][N:4]([C:7]([O:9][C:10]([CH3:13])([CH3:12])[CH3:11])=[O:8])[CH2:3]1)(=[O:25])=[O:24])([O-:16])=[O:15].